From a dataset of NCI-60 drug combinations with 297,098 pairs across 59 cell lines. Regression. Given two drug SMILES strings and cell line genomic features, predict the synergy score measuring deviation from expected non-interaction effect. (1) Drug 1: CC1=C2C(C(=O)C3(C(CC4C(C3C(C(C2(C)C)(CC1OC(=O)C(C(C5=CC=CC=C5)NC(=O)OC(C)(C)C)O)O)OC(=O)C6=CC=CC=C6)(CO4)OC(=O)C)OC)C)OC. Drug 2: C1=NNC2=C1C(=O)NC=N2. Cell line: EKVX. Synergy scores: CSS=25.1, Synergy_ZIP=-6.96, Synergy_Bliss=-9.56, Synergy_Loewe=-43.7, Synergy_HSA=-6.50. (2) Drug 1: C1=C(C(=O)NC(=O)N1)F. Drug 2: CN(C(=O)NC(C=O)C(C(C(CO)O)O)O)N=O. Cell line: HS 578T. Synergy scores: CSS=35.1, Synergy_ZIP=-11.9, Synergy_Bliss=-2.99, Synergy_Loewe=-6.88, Synergy_HSA=-1.32.